Task: Predict the reactants needed to synthesize the given product.. Dataset: Full USPTO retrosynthesis dataset with 1.9M reactions from patents (1976-2016) (1) Given the product [CH3:7][C:2]([NH:8][C:9](=[O:38])[C:10]1[CH:15]=[CH:14][C:13]([CH2:16][N:17]([CH:31]2[CH2:36][CH2:35][CH2:34][CH2:33][CH:32]2[CH3:37])[S:18]([C:21]2[CH:22]=[N:23][C:24]([C:27]([F:30])([F:29])[F:28])=[CH:25][CH:26]=2)(=[O:19])=[O:20])=[CH:12][CH:11]=1)([CH3:1])[C:3]([OH:5])=[O:4], predict the reactants needed to synthesize it. The reactants are: [CH3:1][C:2]([NH:8][C:9](=[O:38])[C:10]1[CH:15]=[CH:14][C:13]([CH2:16][N:17]([CH:31]2[CH2:36][CH2:35][CH2:34][CH2:33][CH:32]2[CH3:37])[S:18]([C:21]2[CH:22]=[N:23][C:24]([C:27]([F:30])([F:29])[F:28])=[CH:25][CH:26]=2)(=[O:20])=[O:19])=[CH:12][CH:11]=1)([CH3:7])[C:3]([O:5]C)=[O:4].O.[OH-].[Li+].O. (2) Given the product [Cl:1][C:2]1[CH:7]=[CH:6][C:5]([C:12]2[C:24]3[C:23]4[C:18](=[CH:19][CH:20]=[CH:21][CH:22]=4)[C:17]([C:31]4[CH:32]=[CH:33][CH:34]=[CH:35][CH:36]=4)([C:25]4[CH:26]=[CH:27][CH:28]=[CH:29][CH:30]=4)[C:16]=3[CH:15]=[CH:14][CH:13]=2)=[CH:4][CH:3]=1, predict the reactants needed to synthesize it. The reactants are: [Cl:1][C:2]1[CH:7]=[CH:6][C:5](B(O)O)=[CH:4][CH:3]=1.Br[C:12]1[C:24]2[C:23]3[C:18](=[CH:19][CH:20]=[CH:21][CH:22]=3)[C:17]([C:31]3[CH:36]=[CH:35][CH:34]=[CH:33][CH:32]=3)([C:25]3[CH:30]=[CH:29][CH:28]=[CH:27][CH:26]=3)[C:16]=2[CH:15]=[CH:14][CH:13]=1.C([O-])(O)=O.[Na+]. (3) Given the product [Si:12]([O:11][C:5]1([CH2:2][CH2:3][CH2:4][OH:19])[CH2:6][CH2:7][CH2:8][CH2:9][CH2:10]1)([C:15]([CH3:18])([CH3:17])[CH3:16])([CH3:13])[CH3:14], predict the reactants needed to synthesize it. The reactants are: B.[CH2:2]([C:5]1([O:11][Si:12]([C:15]([CH3:18])([CH3:17])[CH3:16])([CH3:14])[CH3:13])[CH2:10][CH2:9][CH2:8][CH2:7][CH2:6]1)[CH:3]=[CH2:4].[OH-:19].[Na+].OO. (4) Given the product [CH3:30][O:29][N:28]([CH3:27])[C:23]([C:19]1[CH:18]=[C:17]2[C:22](=[CH:21][CH:20]=1)[N:13]=[CH:14][CH:15]=[CH:16]2)=[O:25], predict the reactants needed to synthesize it. The reactants are: C1N=CN(C(N2C=NC=C2)=O)C=1.[N:13]1[C:22]2[C:17](=[CH:18][C:19]([C:23]([OH:25])=O)=[CH:20][CH:21]=2)[CH:16]=[CH:15][CH:14]=1.Cl.[CH3:27][NH:28][O:29][CH3:30]. (5) Given the product [O:1]1[CH:5]=[CH:4][C:3]([C:6]2([NH2:7])[CH2:9][CH2:8]2)=[CH:2]1, predict the reactants needed to synthesize it. The reactants are: [O:1]1[CH:5]=[CH:4][C:3]([C:6]#[N:7])=[CH:2]1.[CH2:8]([Mg]Br)[CH3:9].B(F)(F)F.CCOCC.[OH-].[Na+]. (6) The reactants are: Cl.[NH2:2][C:3]12[CH2:10][CH2:9][C:6]([C:11]([O:13][CH3:14])=[O:12])([CH2:7][CH2:8]1)[CH2:5][CH2:4]2.C([O-])([O-])=O.[Na+].[Na+].[C:21](=O)([O:30]N1C(=O)CCC1=O)[O:22][CH2:23][C:24]1[CH:29]=[CH:28][CH:27]=[CH:26][CH:25]=1. Given the product [CH2:23]([O:22][C:21]([NH:2][C:3]12[CH2:4][CH2:5][C:6]([C:11]([O:13][CH3:14])=[O:12])([CH2:9][CH2:10]1)[CH2:7][CH2:8]2)=[O:30])[C:24]1[CH:29]=[CH:28][CH:27]=[CH:26][CH:25]=1, predict the reactants needed to synthesize it.